From a dataset of Reaction yield outcomes from USPTO patents with 853,638 reactions. Predict the reaction yield, written as a fraction of the theoretical maximum amount of product (1.0 means a 100% yield; for example, 0.34 means a 34% yield). (1) The reactants are Cl[CH2:2][CH2:3][CH2:4][C:5]([C:7]1[CH:12]=[CH:11][C:10]([CH2:13][CH:14]([C:20]([O:22][CH2:23][CH3:24])=[O:21])[C:15]([O:17][CH2:18][CH3:19])=[O:16])=[CH:9][CH:8]=1)=[O:6].C(=O)([O-])[O-].[K+].[K+].[N:31]1[CH:36]=[CH:35][C:34]([C:37]([OH:50])([C:44]2[CH:49]=[CH:48][CH:47]=[CH:46][CH:45]=2)[C:38]2[CH:43]=[CH:42][CH:41]=[CH:40][CH:39]=2)=[CH:33][CH:32]=1. The catalyst is O.C(OCC)(=O)C.C1(C)C=CC=CC=1. The product is [OH:50][C:37]([C:44]1[CH:49]=[CH:48][CH:47]=[CH:46][CH:45]=1)([C:38]1[CH:39]=[CH:40][CH:41]=[CH:42][CH:43]=1)[CH:34]1[CH2:35][CH2:36][N:31]([CH2:2][CH2:3][CH2:4][C:5]([C:7]2[CH:12]=[CH:11][C:10]([CH2:13][CH:14]([C:20]([O:22][CH2:23][CH3:24])=[O:21])[C:15]([O:17][CH2:18][CH3:19])=[O:16])=[CH:9][CH:8]=2)=[O:6])[CH2:32][CH2:33]1. The yield is 0.990. (2) The reactants are [C:1]([C:5]1[CH:9]=[C:8]([CH2:10][NH2:11])[N:7]([C:12]2[CH:17]=[CH:16][CH:15]=[C:14]([Cl:18])[CH:13]=2)[N:6]=1)([CH3:4])([CH3:3])[CH3:2].[OH:19][CH2:20][CH:21]([C:24]1[CH:29]=[CH:28][C:27]([NH:30][C:31](=O)[O:32]C2C=CC=CC=2)=[CH:26][C:25]=1[F:40])[CH2:22][OH:23]. The catalyst is CC#N. The product is [C:1]([C:5]1[CH:9]=[C:8]([CH2:10][NH:11][C:31]([NH:30][C:27]2[CH:28]=[CH:29][C:24]([CH:21]([CH2:20][OH:19])[CH2:22][OH:23])=[C:25]([F:40])[CH:26]=2)=[O:32])[N:7]([C:12]2[CH:17]=[CH:16][CH:15]=[C:14]([Cl:18])[CH:13]=2)[N:6]=1)([CH3:4])([CH3:2])[CH3:3]. The yield is 0.880. (3) The reactants are [CH3:1][CH:2]([CH2:5][CH2:6][CH2:7][C:8]1[CH:13]=[CH:12][CH:11]=[CH:10][CH:9]=1)[CH2:3][OH:4].[H][H]. No catalyst specified. The product is [CH:8]1([CH2:7][CH2:6][CH2:5][CH:2]([CH3:1])[CH2:3][OH:4])[CH2:13][CH2:12][CH2:11][CH2:10][CH2:9]1. The yield is 0.999. (4) The reactants are [CH2:1]([N:3]([CH2:16][CH3:17])[CH2:4][CH2:5][CH2:6][O:7][C:8]1[CH:13]=[CH:12][C:11]([NH2:14])=[CH:10][C:9]=1[F:15])[CH3:2].[F:18][C:19]1[CH:27]=[CH:26][CH:25]=[C:24]2[C:20]=1[C:21](=[CH:29]O)[C:22](=[O:28])[NH:23]2. No catalyst specified. The product is [CH2:16]([N:3]([CH2:1][CH3:2])[CH2:4][CH2:5][CH2:6][O:7][C:8]1[CH:13]=[CH:12][C:11]([NH:14][CH:29]=[C:21]2[C:20]3[C:24](=[CH:25][CH:26]=[CH:27][C:19]=3[F:18])[NH:23][C:22]2=[O:28])=[CH:10][C:9]=1[F:15])[CH3:17]. The yield is 0.670. (5) The yield is 0.670. The product is [Br:1][C:2]1[CH:7]=[CH:6][C:5]([N:8]2[C:13]([CH2:14][C@@H:15]3[CH2:19][CH2:18][N:17]([C:20]([CH:22]4[CH2:24][CH2:23]4)=[O:21])[CH2:16]3)=[N:12][NH:11][C:9]2=[O:10])=[CH:4][CH:3]=1. The reactants are [Br:1][C:2]1[CH:7]=[CH:6][C:5]([NH:8][C:9]([NH:11][NH:12][C:13](=O)[CH2:14][C@@H:15]2[CH2:19][CH2:18][N:17]([C:20]([CH:22]3[CH2:24][CH2:23]3)=[O:21])[CH2:16]2)=[O:10])=[CH:4][CH:3]=1.C(=O)([O-])[O-].[K+].[K+].C(OCC)(=O)C.Cl. The catalyst is O.ClCCl. (6) The reactants are [CH3:1][C:2]1[O:6][C:5]([C:7]2[N:12]=[C:11]([NH2:13])[CH:10]=[N:9][C:8]=2[C:14]2[CH:19]=[CH:18]C=[CH:16][CH:15]=2)=[CH:4][CH:3]=1.[CH:20]1([C:23](Cl)=[O:24])[CH2:22][CH2:21]1.[N:26]1C=CC=CC=1. No catalyst specified. The product is [CH3:1][C:2]1[O:6][C:5]([C:7]2[N:12]=[C:11]([NH:13][C:23]([CH:20]3[CH2:22][CH2:21]3)=[O:24])[CH:10]=[N:9][C:8]=2[C:14]2[CH:15]=[CH:16][N:26]=[CH:18][CH:19]=2)=[CH:4][CH:3]=1. The yield is 0.810. (7) The reactants are [CH3:1][C:2]1([CH3:12])[CH2:4][C:3]1([C:6]1[CH:11]=[N:10][CH:9]=[CH:8][N:7]=1)[OH:5]. The catalyst is CO.[Pt]=O. The product is [CH3:1][C:2]1([CH3:12])[CH2:4][C:3]1([CH:6]1[CH2:11][NH:10][CH2:9][CH2:8][NH:7]1)[OH:5]. The yield is 0.950. (8) The reactants are [H-].[Na+].[CH2:3]([C:6]1[C:15]([OH:16])=[CH:14][CH:13]=[C:12]2[C:7]=1[CH:8]=[CH:9][CH:10]=[N:11]2)[CH:4]=[CH2:5].[CH2:17](Br)[C:18]1[CH:23]=[CH:22][CH:21]=[CH:20][CH:19]=1. The catalyst is CN(C)C=O. The product is [CH2:3]([C:6]1[C:15]([O:16][CH2:17][C:18]2[CH:23]=[CH:22][CH:21]=[CH:20][CH:19]=2)=[CH:14][CH:13]=[C:12]2[C:7]=1[CH:8]=[CH:9][CH:10]=[N:11]2)[CH:4]=[CH2:5]. The yield is 0.920. (9) The reactants are [C:1]([C:5]1[N:6]([CH2:19][CH2:20][OH:21])[C:7]2[CH:8]=[CH:9][C:10]([N+:16]([O-])=O)=[C:11]([C:14]#[N:15])[C:12]=2[CH:13]=1)([CH3:4])([CH3:3])[CH3:2]. The catalyst is C(O)C.[Pd]. The product is [NH2:16][C:10]1[CH:9]=[CH:8][C:7]2[N:6]([CH2:19][CH2:20][OH:21])[C:5]([C:1]([CH3:2])([CH3:3])[CH3:4])=[CH:13][C:12]=2[C:11]=1[C:14]#[N:15]. The yield is 0.930.